This data is from Peptide-MHC class I binding affinity with 185,985 pairs from IEDB/IMGT. The task is: Regression. Given a peptide amino acid sequence and an MHC pseudo amino acid sequence, predict their binding affinity value. This is MHC class I binding data. (1) The peptide sequence is MQNRFFGFK. The MHC is HLA-A30:01 with pseudo-sequence HLA-A30:01. The binding affinity (normalized) is 1.00. (2) The peptide sequence is MLSSFGWIY. The MHC is HLA-B15:09 with pseudo-sequence HLA-B15:09. The binding affinity (normalized) is 0.0847. (3) The peptide sequence is VLSDLCNFL. The MHC is HLA-A69:01 with pseudo-sequence HLA-A69:01. The binding affinity (normalized) is 0.0847. (4) The peptide sequence is HLYQGCQV. The MHC is HLA-A02:01 with pseudo-sequence HLA-A02:01. The binding affinity (normalized) is 0.539. (5) The peptide sequence is LQDSVDFSL. The MHC is HLA-A02:06 with pseudo-sequence HLA-A02:06. The binding affinity (normalized) is 0.923. (6) The peptide sequence is VLPVTIMSGLV. The MHC is Mamu-A02 with pseudo-sequence Mamu-A02. The binding affinity (normalized) is 0.0923.